This data is from Catalyst prediction with 721,799 reactions and 888 catalyst types from USPTO. The task is: Predict which catalyst facilitates the given reaction. Reactant: [CH3:1][C:2]1[CH:3]=[C:4]([CH:26]=[C:27]([CH3:38])[C:28]=1[N:29]1[CH:33]=[C:32]([C:34]([F:37])([F:36])[F:35])[CH:31]=[N:30]1)[O:5][CH:6]([C:10]1[CH:25]=[CH:24][C:13]([C:14]([NH:16][CH2:17][CH2:18][C:19]([O:21]CC)=[O:20])=[O:15])=[CH:12][CH:11]=1)[CH2:7][CH2:8][CH3:9].O.O1CCCC1.O.[OH-].[Li+]. Product: [CH3:1][C:2]1[CH:3]=[C:4]([CH:26]=[C:27]([CH3:38])[C:28]=1[N:29]1[CH:33]=[C:32]([C:34]([F:36])([F:35])[F:37])[CH:31]=[N:30]1)[O:5][CH:6]([C:10]1[CH:11]=[CH:12][C:13]([C:14]([NH:16][CH2:17][CH2:18][C:19]([OH:21])=[O:20])=[O:15])=[CH:24][CH:25]=1)[CH2:7][CH2:8][CH3:9]. The catalyst class is: 5.